This data is from Full USPTO retrosynthesis dataset with 1.9M reactions from patents (1976-2016). The task is: Predict the reactants needed to synthesize the given product. (1) Given the product [Cl:8][C:9]1[CH:10]=[N:11][CH:12]=[C:13]([F:15])[C:14]=1[CH:16]=[O:17], predict the reactants needed to synthesize it. The reactants are: C(NC(C)C)(C)C.[Cl:8][C:9]1[CH:10]=[N:11][CH:12]=[C:13]([F:15])[CH:14]=1.[CH:16](OC)=[O:17].[NH4+].[Cl-]. (2) The reactants are: [NH2:1][C:2]1[CH:3]=[C:4]([CH:7]=[CH:8][CH:9]=1)[C:5]#[N:6].[NH4+].[N:11]#[C:12][S-:13].O. Given the product [C:5]([C:4]1[CH:3]=[C:2]([NH:1][C:12]([NH2:11])=[S:13])[CH:9]=[CH:8][CH:7]=1)#[N:6], predict the reactants needed to synthesize it. (3) The reactants are: [Si]([O:8][CH2:9][CH2:10][C:11]1[CH:16]=[CH:15][C:14]([N:17]([CH2:38][CH2:39][CH:40]([C:47]2[CH:52]=[CH:51][CH:50]=[CH:49][CH:48]=2)[C:41]2[CH:46]=[CH:45][CH:44]=[CH:43][CH:42]=2)[C:18]([NH:20][C:21]2[S:22][C:23]([Cl:37])=[C:24]([C:26]3[CH:31]=[CH:30][C:29]([NH:32][S:33]([CH3:36])(=[O:35])=[O:34])=[CH:28][CH:27]=3)[N:25]=2)=[O:19])=[CH:13][CH:12]=1)(C(C)(C)C)(C)C.CCCC[N+](CCCC)(CCCC)CCCC.[F-]. Given the product [Cl:37][C:23]1[S:22][C:21]([NH:20][C:18](=[O:19])[N:17]([CH2:38][CH2:39][CH:40]([C:47]2[CH:52]=[CH:51][CH:50]=[CH:49][CH:48]=2)[C:41]2[CH:46]=[CH:45][CH:44]=[CH:43][CH:42]=2)[C:14]2[CH:13]=[CH:12][C:11]([CH2:10][CH2:9][OH:8])=[CH:16][CH:15]=2)=[N:25][C:24]=1[C:26]1[CH:31]=[CH:30][C:29]([NH:32][S:33]([CH3:36])(=[O:34])=[O:35])=[CH:28][CH:27]=1, predict the reactants needed to synthesize it. (4) The reactants are: [CH3:1][O:2][C:3]1[CH:8]=[CH:7][C:6]([N:9]2[C:18](=[O:19])[C:17]3[C:12](=[CH:13][CH:14]=[CH:15][CH:16]=3)[N:11]=[C:10]2[CH:20]([NH:22]C)[CH3:21])=[CH:5][CH:4]=1.[C:24]([C:28]1[CH:33]=[CH:32][C:31]([S:34](Cl)(=[O:36])=[O:35])=[CH:30][CH:29]=1)([CH3:27])([CH3:26])[CH3:25].[CH2:38](O)C(N)(CO)CO. Given the product [C:24]([C:28]1[CH:33]=[CH:32][C:31]([S:34]([NH:22][CH:20]([C:10]2[N:9]([C:6]3[CH:7]=[CH:8][C:3]([O:2][CH3:1])=[CH:4][CH:5]=3)[C:18](=[O:19])[C:17]3[C:12](=[CH:13][CH:14]=[CH:15][CH:16]=3)[N:11]=2)[CH3:21])(=[O:36])=[O:35])=[C:30]([CH3:38])[CH:29]=1)([CH3:27])([CH3:26])[CH3:25], predict the reactants needed to synthesize it. (5) Given the product [CH3:16][NH:15][C:13]([C:8]1[CH:7]=[CH:6][C:5]2[C:10](=[CH:11][CH:12]=[C:3]([C:2]([C:17]3[N:18]=[CH:19][N:20]([C:22]([C:23]4[CH:28]=[CH:27][CH:26]=[CH:25][CH:24]=4)([C:29]4[CH:30]=[CH:31][CH:32]=[CH:33][CH:34]=4)[C:35]4[CH:40]=[CH:39][CH:38]=[CH:37][CH:36]=4)[CH:21]=3)=[O:1])[CH:4]=2)[CH:9]=1)=[O:14], predict the reactants needed to synthesize it. The reactants are: [OH:1][CH:2]([C:17]1[N:18]=[CH:19][N:20]([C:22]([C:35]2[CH:40]=[CH:39][CH:38]=[CH:37][CH:36]=2)([C:29]2[CH:34]=[CH:33][CH:32]=[CH:31][CH:30]=2)[C:23]2[CH:28]=[CH:27][CH:26]=[CH:25][CH:24]=2)[CH:21]=1)[C:3]1[CH:4]=[C:5]2[C:10](=[CH:11][CH:12]=1)[CH:9]=[C:8]([C:13]([NH:15][CH3:16])=[O:14])[CH:7]=[CH:6]2.CN(C)C(=O)C.[H-].[Na+].Cl. (6) Given the product [CH3:6][NH:7][C:8]1[CH:13]=[CH:12][C:11]([C:14]([N:16]2[CH2:22][C:21]3([CH3:24])[CH2:23][CH:17]2[CH2:18][C:19]([CH3:26])([CH3:25])[CH2:20]3)=[O:15])=[CH:10][CH:9]=1, predict the reactants needed to synthesize it. The reactants are: C(O[C:6](=O)[NH:7][C:8]1[CH:13]=[CH:12][C:11]([C:14]([N:16]2[CH2:22][C:21]3([CH3:24])[CH2:23][CH:17]2[CH2:18][C:19]([CH3:26])([CH3:25])[CH2:20]3)=[O:15])=[CH:10][CH:9]=1)(C)(C)C.[H-].[Na+].CI.